From a dataset of Forward reaction prediction with 1.9M reactions from USPTO patents (1976-2016). Predict the product of the given reaction. (1) Given the reactants [CH3:1][C:2]1[CH:10]=[C:9]([CH3:11])[CH:8]=[CH:7][C:3]=1[C:4]([NH2:6])=[S:5].Cl[CH:13]([C:17](=O)[CH3:18])[C:14](=[O:16])[CH3:15], predict the reaction product. The product is: [CH3:1][C:2]1[CH:10]=[C:9]([CH3:11])[CH:8]=[CH:7][C:3]=1[C:4]1[S:5][C:13]([C:14](=[O:16])[CH3:15])=[C:17]([CH3:18])[N:6]=1. (2) Given the reactants [Cl:1][C:2]1[CH:11]=[CH:10][C:5]([C:6]([NH:8][NH2:9])=[O:7])=[CH:4][CH:3]=1.[CH:12]1([N:15]=[C:16]=[O:17])[CH2:14][CH2:13]1, predict the reaction product. The product is: [Cl:1][C:2]1[CH:11]=[CH:10][C:5]([C:6]([NH:8][NH:9][C:16]([NH:15][CH:12]2[CH2:14][CH2:13]2)=[O:17])=[O:7])=[CH:4][CH:3]=1. (3) The product is: [C:21]([CH:23]([C:35]1[CH:36]=[CH:37][C:38]([O:14][CH2:13][C:10]2[CH:11]=[CH:12][C:7]([O:6][CH2:5]/[C:4](=[N:3]\[O:2][CH3:1])/[C:15]3[CH:20]=[CH:19][CH:18]=[CH:17][CH:16]=3)=[CH:8][CH:9]=2)=[CH:39][CH:40]=1)[CH2:24][C:25]([O:27][CH2:28][C:29]1[CH:30]=[CH:31][CH:32]=[CH:33][CH:34]=1)=[O:26])#[N:22]. Given the reactants [CH3:1][O:2][N:3]=[C:4]([C:15]1[CH:20]=[CH:19][CH:18]=[CH:17][CH:16]=1)[CH2:5][O:6][C:7]1[CH:12]=[CH:11][C:10]([CH2:13][OH:14])=[CH:9][CH:8]=1.[C:21]([CH:23]([C:35]1[CH:40]=[CH:39][C:38](O)=[CH:37][CH:36]=1)[CH2:24][C:25]([O:27][CH2:28][C:29]1[CH:34]=[CH:33][CH:32]=[CH:31][CH:30]=1)=[O:26])#[N:22].C(P(CCCC)CCCC)CCC, predict the reaction product. (4) Given the reactants OC(C(F)(F)F)=O.[CH2:8]=[C:9]1[CH2:14][CH2:13][NH:12][CH2:11][CH2:10]1.C(=O)(O)[O-].[Na+].[C:20](Cl)([O:22][CH2:23][CH:24]1[C:36]2[C:31](=[CH:32][CH:33]=[CH:34][CH:35]=2)[C:30]2[C:25]1=[CH:26][CH:27]=[CH:28][CH:29]=2)=[O:21], predict the reaction product. The product is: [CH2:8]=[C:9]1[CH2:14][CH2:13][N:12]([C:20]([O:22][CH2:23][CH:24]2[C:25]3[CH:26]=[CH:27][CH:28]=[CH:29][C:30]=3[C:31]3[C:36]2=[CH:35][CH:34]=[CH:33][CH:32]=3)=[O:21])[CH2:11][CH2:10]1. (5) Given the reactants [F:1][C:2]1([CH2:9][OH:10])[CH2:7][CH2:6][N:5]([CH3:8])[CH2:4][CH2:3]1.[H-].[Na+].[Cl:13][C:14]1[CH:15]=[C:16]([S:21]([NH2:24])(=[O:23])=[O:22])[CH:17]=[CH:18][C:19]=1F, predict the reaction product. The product is: [Cl:13][C:14]1[CH:15]=[C:16]([S:21]([NH2:24])(=[O:22])=[O:23])[CH:17]=[CH:18][C:19]=1[O:10][CH2:9][C:2]1([F:1])[CH2:7][CH2:6][N:5]([CH3:8])[CH2:4][CH2:3]1.